Dataset: Reaction yield outcomes from USPTO patents with 853,638 reactions. Task: Predict the reaction yield, written as a fraction of the theoretical maximum amount of product (1.0 means a 100% yield; for example, 0.34 means a 34% yield). (1) The reactants are [CH3:1][O:2][C:3](=[O:21])[C@H:4]([CH2:13][C:14]1[CH:19]=[CH:18][C:17]([NH2:20])=[CH:16][CH:15]=1)[NH:5][C:6]([O:8][C:9]([CH3:12])([CH3:11])[CH3:10])=[O:7].[Cl:22][C:23]1[CH:31]=[CH:30][C:29]([Br:32])=[CH:28][C:24]=1[C:25](O)=[O:26].CN(C(ON1N=NC2C=CC=CC1=2)=[N+](C)C)C.F[P-](F)(F)(F)(F)F.C(N(C(C)C)CC)(C)C. The catalyst is CN(C=O)C.O. The product is [CH3:1][O:2][C:3](=[O:21])[C@H:4]([CH2:13][C:14]1[CH:19]=[CH:18][C:17]([NH:20][C:25]([C:24]2[CH:28]=[C:29]([Br:32])[CH:30]=[CH:31][C:23]=2[Cl:22])=[O:26])=[CH:16][CH:15]=1)[NH:5][C:6]([O:8][C:9]([CH3:12])([CH3:10])[CH3:11])=[O:7]. The yield is 0.100. (2) The reactants are C(=O)([O-])[O-].[K+].[K+].Br[CH2:8][C:9]1[CH:14]=[C:13]([F:15])[CH:12]=[CH:11][C:10]=1[F:16].[Cl:17][C:18]1[CH:23]=[CH:22][C:21]([SH:24])=[CH:20][CH:19]=1.[Cl-].[NH4+]. The catalyst is O.CN(C)C=O. The product is [Cl:17][C:18]1[CH:23]=[CH:22][C:21]([S:24][CH2:8][C:9]2[CH:14]=[C:13]([F:15])[CH:12]=[CH:11][C:10]=2[F:16])=[CH:20][CH:19]=1. The yield is 0.980.